This data is from Full USPTO retrosynthesis dataset with 1.9M reactions from patents (1976-2016). The task is: Predict the reactants needed to synthesize the given product. (1) The reactants are: [F:1][C:2]1[CH:20]=[CH:19][C:5]([CH2:6][N:7]2[C:15]3[C:10](=[CH:11][CH:12]=[CH:13][CH:14]=3)[CH:9]=[C:8]2[C:16](O)=[O:17])=[CH:4][CH:3]=1.CCN(C(C)C)C(C)C.C(Cl)CCl.C1C=CC2N(O)N=NC=2C=1.[NH:44]1[CH2:49][CH2:48][CH:47]([CH2:50][OH:51])[CH2:46][CH2:45]1. Given the product [F:1][C:2]1[CH:20]=[CH:19][C:5]([CH2:6][N:7]2[C:15]3[C:10](=[CH:11][CH:12]=[CH:13][CH:14]=3)[CH:9]=[C:8]2[C:16]([N:44]2[CH2:49][CH2:48][CH:47]([CH2:50][OH:51])[CH2:46][CH2:45]2)=[O:17])=[CH:4][CH:3]=1, predict the reactants needed to synthesize it. (2) The reactants are: [NH2:1][C@@H:2]([C:8]1[CH:13]=[CH:12][C:11]([F:14])=[CH:10][CH:9]=1)[CH2:3][C:4]([O:6][CH3:7])=[O:5].C(N(CC)CC)C.[CH3:22][C:23]([CH3:25])=O.CC(O)=O.C([BH3-])#N.[Na+]. Given the product [CH3:7][O:6][C:4](=[O:5])[CH2:3][C@H:2]([C:8]1[CH:9]=[CH:10][C:11]([F:14])=[CH:12][CH:13]=1)[NH:1][CH:23]([CH3:25])[CH3:22], predict the reactants needed to synthesize it. (3) Given the product [Br:22][C:20]1[CH:21]=[C:16]([NH:14][C:11]2[CH:10]=[CH:9][C:8]([CH:5]3[CH2:6][CH2:7][N:2]([CH3:1])[CH2:3][CH2:4]3)=[CH:13][N:12]=2)[C:17](=[O:24])[N:18]([CH3:23])[CH:19]=1, predict the reactants needed to synthesize it. The reactants are: [CH3:1][N:2]1[CH2:7][CH2:6][CH:5]([C:8]2[CH:9]=[CH:10][C:11]([NH2:14])=[N:12][CH:13]=2)[CH2:4][CH2:3]1.Br[C:16]1[C:17](=[O:24])[N:18]([CH3:23])[CH:19]=[C:20]([Br:22])[CH:21]=1.C(=O)([O-])[O-].[Cs+].[Cs+].CC1(C)C2C(=C(P(C3C=CC=CC=3)C3C=CC=CC=3)C=CC=2)OC2C(P(C3C=CC=CC=3)C3C=CC=CC=3)=CC=CC1=2. (4) The reactants are: [CH2:1]([N:3]([CH:16]1[CH2:20][CH2:19][C:18]([C:21]2[CH:22]=[N:23][CH:24]=[CH:25][CH:26]=2)=[CH:17]1)[C:4]1[CH:11]=[CH:10][C:7]([C:8]#[N:9])=[C:6]([C:12]([F:15])([F:14])[F:13])[CH:5]=1)[CH3:2].[H][H]. Given the product [CH2:1]([N:3]([C@H:16]1[CH2:20][CH2:19][C@@H:18]([C:21]2[CH:22]=[N:23][CH:24]=[CH:25][CH:26]=2)[CH2:17]1)[C:4]1[CH:11]=[CH:10][C:7]([C:8]#[N:9])=[C:6]([C:12]([F:14])([F:13])[F:15])[CH:5]=1)[CH3:2], predict the reactants needed to synthesize it.